From a dataset of Drug-target binding data from BindingDB using Ki measurements. Regression. Given a target protein amino acid sequence and a drug SMILES string, predict the binding affinity score between them. We predict pKi (pKi = -log10(Ki in M); higher means stronger inhibition). Dataset: bindingdb_ki. The drug is O=c1cccc2n1C[C@H]1CNC[C@H]2C1. The target protein sequence is MTMALLGTLLLLALFGRSQGKNE. The pKi is 5.9.